Dataset: Peptide-MHC class I binding affinity with 185,985 pairs from IEDB/IMGT. Task: Regression. Given a peptide amino acid sequence and an MHC pseudo amino acid sequence, predict their binding affinity value. This is MHC class I binding data. The peptide sequence is GITGGHIPK. The MHC is HLA-A69:01 with pseudo-sequence HLA-A69:01. The binding affinity (normalized) is 0.0847.